This data is from Catalyst prediction with 721,799 reactions and 888 catalyst types from USPTO. The task is: Predict which catalyst facilitates the given reaction. Reactant: [SH:1][C:2]1[CH:7]=[CH:6][C:5]([OH:8])=[CH:4][CH:3]=1.[C:9]([O:13][C:14](=[O:17])[CH2:15]Br)([CH3:12])([CH3:11])[CH3:10].C([O-])([O-])=O.[K+].[K+]. Product: [C:9]([O:13][C:14](=[O:17])[CH2:15][S:1][C:2]1[CH:7]=[CH:6][C:5]([OH:8])=[CH:4][CH:3]=1)([CH3:12])([CH3:11])[CH3:10]. The catalyst class is: 3.